From a dataset of CYP2C9 inhibition data for predicting drug metabolism from PubChem BioAssay. Regression/Classification. Given a drug SMILES string, predict its absorption, distribution, metabolism, or excretion properties. Task type varies by dataset: regression for continuous measurements (e.g., permeability, clearance, half-life) or binary classification for categorical outcomes (e.g., BBB penetration, CYP inhibition). Dataset: cyp2c9_veith. (1) The drug is Cc1[nH]c(N)nc(=S)c1CCCNc1ccccc1. The result is 0 (non-inhibitor). (2) The molecule is Cc1noc(C)c1C(=O)N1CCC2(CC1)CN(c1ncccn1)C2. The result is 0 (non-inhibitor). (3) The compound is COc1ccc2cc3cc(C(=O)NCc4ccccn4)oc3nc2c1. The result is 0 (non-inhibitor). (4) The compound is CC1CCN(CC(=O)N2c3ccccc3Sc3cc4ccccc4cc32)CC1. The result is 0 (non-inhibitor). (5) The compound is C=CCn1c(-c2cccn(Cc3ccccc3)c2=O)n[nH]c1=S. The result is 0 (non-inhibitor).